This data is from Reaction yield outcomes from USPTO patents with 853,638 reactions. The task is: Predict the reaction yield, written as a fraction of the theoretical maximum amount of product (1.0 means a 100% yield; for example, 0.34 means a 34% yield). (1) The reactants are [NH2:1][C:2]1[CH:10]=[C:9]([F:11])[CH:8]=[CH:7][C:3]=1[C:4]([OH:6])=[O:5].C(=O)(O)[O-].[Na+].[C:17]([C:21]1[CH:26]=[CH:25][C:24]([S:27](Cl)(=[O:29])=[O:28])=[CH:23][CH:22]=1)([CH3:20])([CH3:19])[CH3:18].NC1C=CC=CC=1. The catalyst is O.O1CCOCC1. The product is [C:17]([C:21]1[CH:26]=[CH:25][C:24]([S:27]([NH:1][C:2]2[CH:10]=[C:9]([F:11])[CH:8]=[CH:7][C:3]=2[C:4]([OH:6])=[O:5])(=[O:29])=[O:28])=[CH:23][CH:22]=1)([CH3:20])([CH3:18])[CH3:19]. The yield is 0.820. (2) The reactants are N(C(OCC)=O)=NC(OCC)=O.[Cl:13][C:14]1[CH:19]=[CH:18][C:17]([CH:20]([OH:33])[CH2:21][N:22]([CH:30]([CH3:32])[CH3:31])[C:23](=[O:29])[O:24][C:25]([CH3:28])([CH3:27])[CH3:26])=[CH:16][CH:15]=1.[CH3:34][C@H:35]1[C:43]2[C:42]([C:44]3[CH:49]=[CH:48][C:47](O)=[CH:46][CH:45]=3)=[N:41][CH:40]=[N:39][C:38]=2[CH2:37][CH2:36]1.C1(P(C2C=CC=CC=2)C2C=CC=CC=2)C=CC=CC=1. The catalyst is O1CCCC1.O. The product is [Cl:13][C:14]1[CH:19]=[CH:18][C:17]([C@@H:20]([O:33][C:47]2[CH:48]=[CH:49][C:44]([C:42]3[C:43]4[CH:35]([CH3:34])[CH2:36][CH2:37][C:38]=4[N:39]=[CH:40][N:41]=3)=[CH:45][CH:46]=2)[CH2:21][N:22]([CH:30]([CH3:31])[CH3:32])[C:23](=[O:29])[O:24][C:25]([CH3:26])([CH3:27])[CH3:28])=[CH:16][CH:15]=1. The yield is 0.0700.